From a dataset of Forward reaction prediction with 1.9M reactions from USPTO patents (1976-2016). Predict the product of the given reaction. Given the reactants [Br:1][C:2]1[CH:10]=[C:9]2[C:5]([CH:6]=[CH:7][N:8]2[CH2:11][C:12](OC)=[O:13])=[CH:4][C:3]=1[F:16].[H-].[H-].[H-].[H-].[Li+].[Al+3].C(=O)=O.CC(C)=O, predict the reaction product. The product is: [Br:1][C:2]1[CH:10]=[C:9]2[C:5]([CH:6]=[CH:7][N:8]2[CH2:11][CH2:12][OH:13])=[CH:4][C:3]=1[F:16].